From a dataset of Full USPTO retrosynthesis dataset with 1.9M reactions from patents (1976-2016). Predict the reactants needed to synthesize the given product. (1) Given the product [NH2:3][C:8]1[N:13]=[C:12]([CH2:14][C:15]([N:17]2[C:25]3[C:20](=[CH:21][C:22]([NH:26][C:27](=[O:40])[C:28]4[CH:33]=[CH:32][CH:31]=[CH:30][C:29]=4[N:34]4[CH2:39][CH2:38][CH2:37][CH2:36][CH2:35]4)=[CH:23][CH:24]=3)[CH2:19][CH2:18]2)=[O:16])[CH:11]=[CH:10][CH:9]=1, predict the reactants needed to synthesize it. The reactants are: CC1[N:3]([C:8]2[N:13]=[C:12]([CH2:14][C:15]([N:17]3[C:25]4[C:20](=[CH:21][C:22]([NH:26][C:27](=[O:40])[C:28]5[CH:33]=[CH:32][CH:31]=[CH:30][C:29]=5[N:34]5[CH2:39][CH2:38][CH2:37][CH2:36][CH2:35]5)=[CH:23][CH:24]=4)[CH2:19][CH2:18]3)=[O:16])[CH:11]=[CH:10][CH:9]=2)C(C)=CC=1.Cl.NO.C(N(CC)CC)C. (2) The reactants are: [C:1]([O:5][C:6]([N:8]1[CH2:13][C@@H:12]([C:14](=[O:37])[NH:15][CH2:16][C:17]2([CH2:31][CH2:32][CH2:33][CH2:34][O:35][CH3:36])[C:30]3[CH:29]=[CH:28][CH:27]=[CH:26][C:25]=3[O:24][C:23]3[C:18]2=[CH:19][CH:20]=[CH:21][CH:22]=3)[CH2:11][C@@H:10]([NH:38][S:39]([C:42]2[CH:47]=[CH:46][C:45]([CH2:48][CH2:49][C:50](O)=[O:51])=[CH:44][CH:43]=2)(=[O:41])=[O:40])[CH2:9]1)=[O:7])([CH3:4])([CH3:3])[CH3:2].CCN(CC)CC.ClC(OCC(C)C)=O.[Li+].[BH4-]. Given the product [C:1]([O:5][C:6]([N:8]1[CH2:13][C@@H:12]([C:14](=[O:37])[NH:15][CH2:16][C:17]2([CH2:31][CH2:32][CH2:33][CH2:34][O:35][CH3:36])[C:30]3[CH:29]=[CH:28][CH:27]=[CH:26][C:25]=3[O:24][C:23]3[C:18]2=[CH:19][CH:20]=[CH:21][CH:22]=3)[CH2:11][C@@H:10]([NH:38][S:39]([C:42]2[CH:47]=[CH:46][C:45]([CH2:48][CH2:49][CH2:50][OH:51])=[CH:44][CH:43]=2)(=[O:40])=[O:41])[CH2:9]1)=[O:7])([CH3:4])([CH3:3])[CH3:2], predict the reactants needed to synthesize it. (3) The reactants are: Cl[C:2]1[N:7]=[C:6]([O:8][CH3:9])[CH:5]=[CH:4][N:3]=1.[Br:10][C:11]1[CH:12]=[C:13]([CH:15]=[C:16]([CH3:18])[CH:17]=1)[NH2:14].C(O)(=O)C. Given the product [Br:10][C:11]1[CH:12]=[C:13]([NH:14][C:2]2[N:7]=[C:6]([O:8][CH3:9])[CH:5]=[CH:4][N:3]=2)[CH:15]=[C:16]([CH3:18])[CH:17]=1, predict the reactants needed to synthesize it. (4) Given the product [O:1]1[C:5]2[CH:6]=[CH:7][CH:8]=[CH:9][C:4]=2[N:3]=[C:2]1[C:10]1[CH:11]=[CH:12][C:13]2[N:17]([CH:18]3[CH2:23][CH2:22][O:21][CH2:20][CH2:19]3)[C:30]([C:26]3[CH:25]=[N:24][CH:29]=[CH:28][CH:27]=3)=[N:15][C:14]=2[CH:16]=1, predict the reactants needed to synthesize it. The reactants are: [O:1]1[C:5]2[CH:6]=[CH:7][CH:8]=[CH:9][C:4]=2[N:3]=[C:2]1[C:10]1[CH:11]=[CH:12][C:13]([NH:17][CH:18]2[CH2:23][CH2:22][O:21][CH2:20][CH2:19]2)=[C:14]([CH:16]=1)[NH2:15].[N:24]1[CH:29]=[CH:28][CH:27]=[C:26]([CH:30]=O)[CH:25]=1.OOS([O-])=O.[K+].C(=O)([O-])[O-].[K+].[K+].